This data is from Forward reaction prediction with 1.9M reactions from USPTO patents (1976-2016). The task is: Predict the product of the given reaction. (1) Given the reactants [Cl:1][C:2]1[CH:3]=[N:4][CH:5]=[C:6]([CH:11]=1)[C:7](Cl)=[N:8][OH:9].[C:12]([C:14]1[CH:19]=[CH:18][C:17]([F:20])=[C:16]([F:21])[CH:15]=1)#[CH:13].N, predict the reaction product. The product is: [Cl:1][C:2]1[CH:11]=[C:6]([C:7]2[CH:13]=[C:12]([C:14]3[CH:19]=[CH:18][C:17]([F:20])=[C:16]([F:21])[CH:15]=3)[O:9][N:8]=2)[CH:5]=[N:4][CH:3]=1. (2) The product is: [Cl:21][C:18]1[CH:17]=[C:16]([CH3:22])[N:15]=[C:14]([O:10][C:3]2[C:4]([CH3:9])=[CH:5][C:6]([CH3:8])=[CH:7][C:2]=2[CH3:1])[C:19]=1[CH3:20]. Given the reactants [CH3:1][C:2]1[CH:7]=[C:6]([CH3:8])[CH:5]=[C:4]([CH3:9])[C:3]=1[OH:10].[H-].[Na+].Cl[C:14]1[C:19]([CH3:20])=[C:18]([Cl:21])[CH:17]=[C:16]([CH3:22])[N:15]=1.C(Cl)(Cl)Cl, predict the reaction product. (3) Given the reactants [CH:1]1[CH:2]=[CH:3][C:4]([C@@H:7]2[N:16]([C:17]([O:19][C@@H:20]3[CH:25]4[CH2:26][CH2:27][N:22]([CH2:23][CH2:24]4)[CH2:21]3)=[O:18])[CH2:15][CH2:14][C:13]3[CH:12]=[CH:11][CH:10]=[CH:9][C:8]2=3)=[CH:5][CH:6]=1.C(O)C.[C:31]([OH:38])(=[O:37])[CH2:32][CH2:33][C:34]([OH:36])=[O:35], predict the reaction product. The product is: [CH:1]1[CH:6]=[CH:5][C:4]([C@@H:7]2[N:16]([C:17]([O:19][C@@H:20]3[CH:25]4[CH2:24][CH2:23][N:22]([CH2:27][CH2:26]4)[CH2:21]3)=[O:18])[CH2:15][CH2:14][C:13]3[CH:12]=[CH:11][CH:10]=[CH:9][C:8]2=3)=[CH:3][CH:2]=1.[CH2:32]([C:31]([OH:38])=[O:37])[CH2:33][C:34]([OH:36])=[O:35]. (4) Given the reactants [F:1][C:2]([F:27])([F:26])[C:3]1[CH:4]=[CH:5][C:6]([O:9][C:10]2[CH:15]=[CH:14][C:13]([O:16][C:17]([N:19]3[CH2:24][CH2:23][CH:22]([OH:25])[CH2:21][CH2:20]3)=[O:18])=[CH:12][CH:11]=2)=[N:7][CH:8]=1.[CH3:28][O:29][C:30]1[CH:35]=[CH:34][C:33]([C:36]2[N:37](O)[CH:38]=[CH:39][N:40]=2)=[CH:32][CH:31]=1.C(OCC)(=O)C.CCCCCCC.Cl, predict the reaction product. The product is: [F:27][C:2]([F:1])([F:26])[C:3]1[CH:4]=[CH:5][C:6]([O:9][C:10]2[CH:11]=[CH:12][C:13]([O:16][C:17]([N:19]3[CH2:20][CH2:21][CH:22]([O:25][N:37]4[CH:38]=[CH:39][N:40]=[C:36]4[C:33]4[CH:34]=[CH:35][C:30]([O:29][CH3:28])=[CH:31][CH:32]=4)[CH2:23][CH2:24]3)=[O:18])=[CH:14][CH:15]=2)=[N:7][CH:8]=1. (5) The product is: [Br:16][C:17]1[CH:23]=[CH:22][C:1]([NH:2]/[C:3](/[C:10]2[CH:11]=[CH:12][CH:13]=[CH:14][CH:15]=2)=[CH:4]\[C:5]([O:7][CH2:8][CH3:9])=[O:6])=[CH:19][C:18]=1[O:24][CH3:25]. Given the reactants [CH3:1][NH:2]/[C:3](/[C:10]1[CH:15]=[CH:14][CH:13]=[CH:12][CH:11]=1)=[CH:4]\[C:5]([O:7][CH2:8][CH3:9])=[O:6].[Br:16][C:17]1[CH:23]=[CH:22]C(N)=[CH:19][C:18]=1[O:24][CH3:25].CC1C=CC(S([O-])(=O)=O)=CC=1.C1C=C[NH+]=CC=1, predict the reaction product. (6) Given the reactants [C:1]1([CH2:7][CH2:8][C:9](Cl)=[O:10])[CH:6]=[CH:5][CH:4]=[CH:3]C=1.[CH3:12][N:13]1[CH2:22][C:21]2([CH2:24][CH2:23]2)[C:20]2[C:15](=[CH:16][C:17]([NH2:25])=[CH:18][CH:19]=2)[CH2:14]1.N=C1C2C(=NC=NC=2)NC(=[O:37])N1.CN1CCN(C2C=C[C:48]([NH2:49])=CC=2)CC1.[CH2:52]([NH:55][NH2:56])[CH:53]=[CH2:54].[CH3:57][NH:58]N.N, predict the reaction product. The product is: [CH2:52]([N:55]1[C:9](=[O:10])[C:8]2[CH:48]=[N:49][C:57]([NH:25][C:17]3[CH:16]=[C:15]4[C:20]([C:21]5([CH2:24][CH2:23]5)[CH2:22][N:13]([CH3:12])[CH2:14]4)=[CH:19][CH:18]=3)=[N:58][C:7]=2[C:1]([C:6]2[O:37][CH:3]=[CH:4][CH:5]=2)=[N:56]1)[CH:53]=[CH2:54]. (7) Given the reactants N1C=CC([CH:7]2[C@H:9]3[CH2:10][C:11]4[C:12]([C:16]([OH:18])=O)=[N:13][NH:14][C:15]=4[C@@H:8]23)=CC=1.[F:19][C:20]1[CH:21]=[CH:22][C:23]([NH2:26])=[N:24][CH:25]=1, predict the reaction product. The product is: [F:19][C:20]1[CH:21]=[CH:22][C:23]([NH:26][C:16]([C:12]2[C:11]3[CH2:10][C@H:9]4[CH2:7][C@H:8]4[C:15]=3[N:14]([C:21]3[CH:20]=[CH:25][N:24]=[CH:23][CH:22]=3)[N:13]=2)=[O:18])=[N:24][CH:25]=1. (8) Given the reactants [NH:1]1[CH:5]=[CH:4][C:3]([C:6]([O:8][CH3:9])=[O:7])=[CH:2]1.[CH:10]1(B(O)O)[CH2:12][CH2:11]1.N1C=CC=CC=1C1C=CC=CN=1.C(=O)([O-])[O-].[Na+].[Na+], predict the reaction product. The product is: [CH:10]1([N:1]2[CH:5]=[CH:4][C:3]([C:6]([O:8][CH3:9])=[O:7])=[CH:2]2)[CH2:12][CH2:11]1. (9) The product is: [F:1][C:2]1[CH:7]=[C:6]([C:8](=[O:15])[CH:9]([CH2:30][C:26]2[CH:27]=[CH:28][CH:29]=[C:24]([O:23][C:19]([F:18])([F:32])[CH:20]([F:21])[F:22])[CH:25]=2)[C:10]([O:12][CH2:13][CH3:14])=[O:11])[CH:5]=[CH:4][N:3]=1. Given the reactants [F:1][C:2]1[CH:7]=[C:6]([C:8](=[O:15])[CH2:9][C:10]([O:12][CH2:13][CH3:14])=[O:11])[CH:5]=[CH:4][N:3]=1.[H-].[Na+].[F:18][C:19]([F:32])([O:23][C:24]1[CH:25]=[C:26]([CH2:30]Br)[CH:27]=[CH:28][CH:29]=1)[CH:20]([F:22])[F:21].O, predict the reaction product. (10) Given the reactants Br[CH2:2][C:3]([C:5]1[CH:12]=[CH:11][C:8]([C:9]#[N:10])=[CH:7][CH:6]=1)=O.C([O-])([O-])=O.[K+].[K+].Cl.[CH3:20][O:21][C:22](=[O:33])[C:23]1[CH:28]=[CH:27][CH:26]=[C:25]([CH2:29][C:30](=[NH:32])[NH2:31])[CH:24]=1.Cl.C(CC1C=C(C=CC=1)C(N)=O)(=N)N, predict the reaction product. The product is: [CH3:20][O:21][C:22](=[O:33])[C:23]1[CH:28]=[CH:27][CH:26]=[C:25]([CH2:29][C:30]2[NH:31][CH:2]=[C:3]([C:5]3[CH:12]=[CH:11][C:8]([C:9]#[N:10])=[CH:7][CH:6]=3)[N:32]=2)[CH:24]=1.